This data is from Reaction yield outcomes from USPTO patents with 853,638 reactions. The task is: Predict the reaction yield, written as a fraction of the theoretical maximum amount of product (1.0 means a 100% yield; for example, 0.34 means a 34% yield). (1) The catalyst is C1C=CC([P]([Pd]([P](C2C=CC=CC=2)(C2C=CC=CC=2)C2C=CC=CC=2)([P](C2C=CC=CC=2)(C2C=CC=CC=2)C2C=CC=CC=2)[P](C2C=CC=CC=2)(C2C=CC=CC=2)C2C=CC=CC=2)(C2C=CC=CC=2)C2C=CC=CC=2)=CC=1.COCCOC. The product is [N:8]1([C:6]2[N:5]=[C:4]([N:14]3[CH:19]4[CH2:20][CH2:21][CH:15]3[CH2:16][O:17][CH2:18]4)[N:3]=[C:2]([C:26]3[CH:27]=[CH:28][C:23]([NH2:22])=[CH:24][CH:25]=3)[N:7]=2)[CH2:13][CH2:12][O:11][CH2:10][CH2:9]1. The yield is 0.760. The reactants are Cl[C:2]1[N:7]=[C:6]([N:8]2[CH2:13][CH2:12][O:11][CH2:10][CH2:9]2)[N:5]=[C:4]([N:14]2[CH:19]3[CH2:20][CH2:21][CH:15]2[CH2:16][O:17][CH2:18]3)[N:3]=1.[NH2:22][C:23]1[CH:28]=[CH:27][C:26](B2OC(C)(C)C(C)(C)O2)=[CH:25][CH:24]=1.C([O-])([O-])=O.[Na+].[Na+]. (2) The reactants are Cl.[NH2:2][CH2:3][C:4]1[CH:12]=[CH:11][CH:10]=[C:9]2[C:5]=1[C:6](=[O:22])[N:7]([CH:14]1[CH2:19][CH2:18][C:17](=[O:20])[NH:16][C:15]1=[O:21])[C:8]2=[O:13].N12CCCN=C1CCCCC2.[F:34][CH:35]([F:46])[O:36][C:37]1[CH:38]=[C:39]([CH:43]=[CH:44][CH:45]=1)[C:40](O)=[O:41].Cl.CN(C)CCCN=C=NCC. The catalyst is CC#N. The product is [F:34][CH:35]([F:46])[O:36][C:37]1[CH:38]=[C:39]([CH:43]=[CH:44][CH:45]=1)[C:40]([NH:2][CH2:3][C:4]1[CH:12]=[CH:11][CH:10]=[C:9]2[C:5]=1[C:6](=[O:22])[N:7]([CH:14]1[CH2:19][CH2:18][C:17](=[O:20])[NH:16][C:15]1=[O:21])[C:8]2=[O:13])=[O:41]. The yield is 0.650. (3) The reactants are [NH2:1][C:2]1[S:6][C:5]([NH:7][C:8]2[CH:17]=[CH:16][C:15]3[C:10](=[CH:11][CH:12]=[CH:13][CH:14]=3)[CH:9]=2)=[N:4][C:3]=1[C:18]([NH2:20])=[O:19].[CH3:21][C:22]1[CH:30]=[CH:29][C:25]([C:26](Cl)=[O:27])=[CH:24][C:23]=1[N+:31]([O-:33])=[O:32]. The catalyst is N1C=CC=CC=1. The product is [CH3:21][C:22]1[CH:30]=[CH:29][C:25]([C:26]([NH:1][C:2]2[S:6][C:5]([NH:7][C:8]3[CH:17]=[CH:16][C:15]4[C:10](=[CH:11][CH:12]=[CH:13][CH:14]=4)[CH:9]=3)=[N:4][C:3]=2[C:18]([NH2:20])=[O:19])=[O:27])=[CH:24][C:23]=1[N+:31]([O-:33])=[O:32]. The yield is 0.660. (4) The reactants are [Cl:1][C:2]1[N:7]=[C:6](Cl)[C:5]([Cl:9])=[CH:4][N:3]=1.[CH3:10][NH:11][CH:12]1[CH2:26][CH:15]2[CH2:16][N:17]([C:19]([O:21][C:22]([CH3:25])([CH3:24])[CH3:23])=[O:20])[CH2:18][CH:14]2[CH2:13]1.CCN(CC)CC. The catalyst is CCO. The product is [Cl:1][C:2]1[N:7]=[C:6]([N:11]([CH3:10])[CH:12]2[CH2:13][CH:14]3[CH2:18][N:17]([C:19]([O:21][C:22]([CH3:23])([CH3:24])[CH3:25])=[O:20])[CH2:16][CH:15]3[CH2:26]2)[C:5]([Cl:9])=[CH:4][N:3]=1. The yield is 0.253. (5) The reactants are [CH2:1]([O:3][C:4]([CH:6]1[C:15]([CH:16]=O)=[CH:14][C:13]2[C:8](=[CH:9][CH:10]=[CH:11][C:12]=2[Cl:18])[O:7]1)=[O:5])C.[CH3:19][O:20][C:21](=[O:28])[C@@H:22]([NH2:27])[CH2:23][CH:24]([CH3:26])[CH3:25].CCN(C(C)C)C(C)C.C([BH3-])#N.[Na+].C(O)(=O)C. The catalyst is CO. The product is [CH3:1][O:3][C:4]([C:6]1[O:7][C:8]2[C:13]([CH2:14][C:15]=1[CH2:16][NH:27][C@H:22]([C:21]([O:20][CH3:19])=[O:28])[CH2:23][CH:24]([CH3:26])[CH3:25])=[C:12]([Cl:18])[CH:11]=[CH:10][CH:9]=2)=[O:5]. The yield is 0.310. (6) The reactants are N[C:2]1[N:6]([CH2:7][C:8]([OH:11])([CH3:10])[CH3:9])[C:5]([CH2:12][CH2:13][CH2:14][CH3:15])=[N:4][C:3]=1[C:16]#[N:17].C(I)[I:19].C(ON=O)CC(C)C. The catalyst is C(Cl)(Cl)Cl. The product is [CH2:12]([C:5]1[N:6]([CH2:7][C:8]([OH:11])([CH3:10])[CH3:9])[C:2]([I:19])=[C:3]([C:16]#[N:17])[N:4]=1)[CH2:13][CH2:14][CH3:15]. The yield is 0.780. (7) The reactants are C(OC([N:8]([C:16]1[C:21]([CH3:22])=[N:20][CH:19]=[C:18]([C:23]2[N:24]=[C:25]([N:32](C(OC(C)(C)C)=O)[C:33]3[CH:38]=[CH:37][C:36]([N:39]4[CH2:44][CH2:43][N:42]([CH:45]5[CH2:48][O:47][CH2:46]5)[CH2:41][CH2:40]4)=[C:35]([O:49][CH2:50][CH2:51][O:52]C4CCCCO4)[CH:34]=3)[C:26]3[N:27]([CH:29]=[CH:30][N:31]=3)[CH:28]=2)[N:17]=1)C(=O)OC(C)(C)C)=O)(C)(C)C.C(O)(C(F)(F)F)=O.CO.O. The catalyst is C(Cl)Cl. The product is [NH2:8][C:16]1[N:17]=[C:18]([C:23]2[N:24]=[C:25]([NH:32][C:33]3[CH:38]=[CH:37][C:36]([N:39]4[CH2:40][CH2:41][N:42]([CH:45]5[CH2:48][O:47][CH2:46]5)[CH2:43][CH2:44]4)=[C:35]([CH:34]=3)[O:49][CH2:50][CH2:51][OH:52])[C:26]3[N:27]([CH:29]=[CH:30][N:31]=3)[CH:28]=2)[CH:19]=[N:20][C:21]=1[CH3:22]. The yield is 0.590. (8) The reactants are [CH3:1][N:2]([CH3:18])[C:3]1[CH:15]=[C:14]([CH3:16])[C:6]([C:7](/[N:9]=[CH:10]/N(C)C)=[O:8])=[C:5]([F:17])[CH:4]=1.CC(C)([O-])C.[K+].C(O)(=O)CC(CC(O)=O)(C(O)=O)O. The catalyst is C1COCC1. The product is [CH3:1][N:2]([CH3:18])[C:3]1[CH:15]=[C:14]2[C:6](=[C:5]([F:17])[CH:4]=1)[C:7](=[O:8])[NH:9][CH:10]=[CH:16]2. The yield is 0.180. (9) The reactants are Br[CH2:2][C:3](=O)[CH2:4][CH3:5].[CH2:7]([O:14][C:15]1[C:19]([O:20][CH2:21][C:22]2[CH:27]=[CH:26][CH:25]=[CH:24][CH:23]=2)=[C:18]([C:28](=[S:30])[NH2:29])[N:17]([C:31]2[CH:36]=[CH:35][C:34]([O:37][CH3:38])=[CH:33][CH:32]=2)[C:16]=1[C:39]([O:41][CH2:42][CH3:43])=[O:40])[C:8]1[CH:13]=[CH:12][CH:11]=[CH:10][CH:9]=1. The catalyst is CCO. The product is [CH2:7]([O:14][C:15]1[C:19]([O:20][CH2:21][C:22]2[CH:27]=[CH:26][CH:25]=[CH:24][CH:23]=2)=[C:18]([C:28]2[S:30][CH:2]=[C:3]([CH2:4][CH3:5])[N:29]=2)[N:17]([C:31]2[CH:36]=[CH:35][C:34]([O:37][CH3:38])=[CH:33][CH:32]=2)[C:16]=1[C:39]([O:41][CH2:42][CH3:43])=[O:40])[C:8]1[CH:13]=[CH:12][CH:11]=[CH:10][CH:9]=1. The yield is 0.750. (10) The reactants are [CH3:1][O:2][C:3]1[CH:4]=[C:5]([Mg]Br)[CH:6]=[CH:7][CH:8]=1.C([N:14]1[CH2:19][CH2:18][CH:17]([C:20]#N)[CH2:16][CH2:15]1)(=O)C.Cl.C1C[O:26]CC1. The catalyst is O1CCOCC1.CO. The product is [CH3:1][O:2][C:3]1[CH:4]=[C:5]([CH:6]=[CH:7][CH:8]=1)[C:20]([CH:17]1[CH2:16][CH2:15][NH:14][CH2:19][CH2:18]1)=[O:26]. The yield is 0.0400.